Dataset: Catalyst prediction with 721,799 reactions and 888 catalyst types from USPTO. Task: Predict which catalyst facilitates the given reaction. Reactant: CS([C:5]1[N:6]=[CH:7][C:8]2[C:17]3[CH:16]=[CH:15][C:14]([C:18]([O:20][CH3:21])=[O:19])=[CH:13][C:12]=3[N:11]=[C:10]([C:22]3[CH:27]=[CH:26][CH:25]=[CH:24][CH:23]=3)[C:9]=2[N:28]=1)(=O)=O.[CH:29]1([NH2:32])[CH2:31][CH2:30]1.O. Product: [CH:29]1([NH:32][C:5]2[N:6]=[CH:7][C:8]3[C:17]4[CH:16]=[CH:15][C:14]([C:18]([O:20][CH3:21])=[O:19])=[CH:13][C:12]=4[N:11]=[C:10]([C:22]4[CH:23]=[CH:24][CH:25]=[CH:26][CH:27]=4)[C:9]=3[N:28]=2)[CH2:31][CH2:30]1. The catalyst class is: 37.